From a dataset of Reaction yield outcomes from USPTO patents with 853,638 reactions. Predict the reaction yield, written as a fraction of the theoretical maximum amount of product (1.0 means a 100% yield; for example, 0.34 means a 34% yield). (1) The reactants are Br[C:2]1[C:10]2[C:5](=[CH:6][CH:7]=[C:8]([C:11]#[N:12])[CH:9]=2)[N:4]([CH:13]2[CH2:18][CH2:17][CH2:16][CH2:15][O:14]2)[N:3]=1.[N:19]1([CH2:25][CH2:26][O:27][C:28]2[CH:29]=[C:30]3[C:35](=[CH:36][CH:37]=2)[CH:34]=[C:33](B(O)O)[CH:32]=[CH:31]3)[CH2:24][CH2:23][CH2:22][CH2:21][CH2:20]1.P([O-])([O-])([O-])=O.[K+].[K+].[K+]. The catalyst is C(COC)OC.C1C=CC(P(C2C=CC=CC=2)[C-]2C=CC=C2)=CC=1.C1C=CC(P(C2C=CC=CC=2)[C-]2C=CC=C2)=CC=1.Cl[Pd]Cl.[Fe+2]. The product is [N:19]1([CH2:25][CH2:26][O:27][C:28]2[CH:29]=[C:30]3[C:35](=[CH:36][CH:37]=2)[CH:34]=[C:33]([C:2]2[C:10]4[C:5](=[CH:6][CH:7]=[C:8]([C:11]#[N:12])[CH:9]=4)[N:4]([CH:13]4[CH2:18][CH2:17][CH2:16][CH2:15][O:14]4)[N:3]=2)[CH:32]=[CH:31]3)[CH2:20][CH2:21][CH2:22][CH2:23][CH2:24]1. The yield is 0.870. (2) The reactants are [H-].[Na+].[CH:3]1([O:7][CH2:8][C@H:9]([OH:20])[C:10]([NH:12][C:13]2[CH:18]=[N:17][C:16]([CH3:19])=[CH:15][N:14]=2)=[O:11])[CH2:6][CH2:5][CH2:4]1.Cl[C:22]1[N:27]=[CH:26][N:25]=[C:24]2[N:28]([C:31]3[CH:36]=[CH:35][CH:34]=[CH:33][C:32]=3[Cl:37])[N:29]=[CH:30][C:23]=12. The catalyst is C1COCC1.C(OCC)(=O)C. The product is [Cl:37][C:32]1[CH:33]=[CH:34][CH:35]=[CH:36][C:31]=1[N:28]1[C:24]2=[N:25][CH:26]=[N:27][C:22]([O:20][C@@H:9]([CH2:8][O:7][CH:3]3[CH2:6][CH2:5][CH2:4]3)[C:10]([NH:12][C:13]3[CH:18]=[N:17][C:16]([CH3:19])=[CH:15][N:14]=3)=[O:11])=[C:23]2[CH:30]=[N:29]1. The yield is 0.738.